Dataset: TCR-epitope binding with 47,182 pairs between 192 epitopes and 23,139 TCRs. Task: Binary Classification. Given a T-cell receptor sequence (or CDR3 region) and an epitope sequence, predict whether binding occurs between them. (1) Result: 0 (the TCR does not bind to the epitope). The epitope is LSDDAVVCFNSTY. The TCR CDR3 sequence is CASSPPGGYNEQFF. (2) The epitope is WICLLQFAY. The TCR CDR3 sequence is CASSKKGRLRNEQFF. Result: 1 (the TCR binds to the epitope).